Dataset: Forward reaction prediction with 1.9M reactions from USPTO patents (1976-2016). Task: Predict the product of the given reaction. (1) Given the reactants [NH2:1][C:2]1[N:7]=[C:6]([C:8]2[NH:12][C:11]([C:13]3[CH:18]=[C:17]([C:19]([F:22])([F:21])[F:20])[CH:16]=[CH:15][C:14]=3[Cl:23])=[C:10]([C:24]([O:26]CC)=[O:25])[CH:9]=2)[CH:5]=[CH:4][N:3]=1.[OH-].[K+].CCO, predict the reaction product. The product is: [NH2:1][C:2]1[N:7]=[C:6]([C:8]2[NH:12][C:11]([C:13]3[CH:18]=[C:17]([C:19]([F:21])([F:22])[F:20])[CH:16]=[CH:15][C:14]=3[Cl:23])=[C:10]([C:24]([OH:26])=[O:25])[CH:9]=2)[CH:5]=[CH:4][N:3]=1. (2) Given the reactants [O:1]=[C:2]1[N:7]([CH2:8][CH:9]=O)[C:6]2[N:11]=[CH:12][CH:13]=[CH:14][C:5]=2[N:4]=[CH:3]1.[O:15]1[C:20]2[CH:21]=[CH:22][C:23]([CH2:25][N:26]([CH:34]3[CH2:39][CH2:38][NH:37][CH2:36][CH2:35]3)[C:27](=[O:33])[O:28][C:29]([CH3:32])([CH3:31])[CH3:30])=[CH:24][C:19]=2[O:18][CH2:17][CH2:16]1.C(O[BH-](OC(=O)C)OC(=O)C)(=O)C.[Na+].C(=O)([O-])O.[Na+], predict the reaction product. The product is: [O:15]1[C:20]2[CH:21]=[CH:22][C:23]([CH2:25][N:26]([CH:34]3[CH2:39][CH2:38][N:37]([CH2:9][CH2:8][N:7]4[C:2](=[O:1])[CH:3]=[N:4][C:5]5[CH:14]=[CH:13][CH:12]=[N:11][C:6]4=5)[CH2:36][CH2:35]3)[C:27](=[O:33])[O:28][C:29]([CH3:32])([CH3:30])[CH3:31])=[CH:24][C:19]=2[O:18][CH2:17][CH2:16]1. (3) Given the reactants [CH3:1][O:2][C:3]1[O:7][C:6]([C:8]2[C:17]3[C:12](=[CH:13][CH:14]=[CH:15][CH:16]=3)[CH:11]=[CH:10][CH:9]=2)=[N:5][C:4]=1[C:18]([OH:20])=O.C(Cl)(=O)C(Cl)=O.CN.C1COCC1.[CH2:34]([N:36](CC)CC)C, predict the reaction product. The product is: [CH3:1][O:2][C:3]1[O:7][C:6]([C:8]2[C:17]3[C:12](=[CH:13][CH:14]=[CH:15][CH:16]=3)[CH:11]=[CH:10][CH:9]=2)=[N:5][C:4]=1[C:18]([NH:36][CH3:34])=[O:20]. (4) Given the reactants [CH3:1][C:2]1([CH3:14])[O:6][C:5](=[O:7])[NH:4][C@H:3]1[C:8]1[CH:13]=[CH:12][CH:11]=[CH:10][CH:9]=1.Br[C:16]1[CH:25]=[CH:24][C:19]([C:20]([O:22][CH3:23])=[O:21])=[C:18]([CH3:26])[CH:17]=1.P([O-])([O-])([O-])=O.[K+].[K+].[K+].CNCCNC, predict the reaction product. The product is: [CH3:1][C:2]1([CH3:14])[O:6][C:5](=[O:7])[N:4]([C:16]2[CH:25]=[CH:24][C:19]([C:20]([O:22][CH3:23])=[O:21])=[C:18]([CH3:26])[CH:17]=2)[C@H:3]1[C:8]1[CH:9]=[CH:10][CH:11]=[CH:12][CH:13]=1. (5) The product is: [C:2]1([CH2:1][O:8][C:9]2[CH:14]=[CH:13][C:12]([C:25]3[CH:26]=[C:27]4[C:31](=[CH:32][C:33]=3[C:9]3[CH:10]=[CH:11][C:49]([O:52][CH2:53][C:54]5[CH:6]=[CH:7][CH:2]=[CH:3][CH:4]=5)=[CH:50][CH:14]=3)[N:30]([CH2:35][O:36][CH2:37][CH2:38][Si:39]([CH3:42])([CH3:41])[CH3:40])[N:29]=[C:28]4[NH:43][C:44](=[O:48])[CH2:45][CH2:46][CH3:47])=[CH:11][CH:10]=2)[CH:7]=[CH:6][CH:5]=[CH:4][CH:3]=1. Given the reactants [CH2:1]([O:8][C:9]1[CH:14]=[CH:13][C:12](B(O)O)=[CH:11][CH:10]=1)[C:2]1[CH:7]=[CH:6][CH:5]=[CH:4][CH:3]=1.C(=O)([O-])[O-].[Na+].[Na+].Br[C:25]1[CH:26]=[C:27]2[C:31](=[CH:32][C:33]=1Br)[N:30]([CH2:35][O:36][CH2:37][CH2:38][Si:39]([CH3:42])([CH3:41])[CH3:40])[N:29]=[C:28]2[NH:43][C:44](=[O:48])[CH2:45][CH2:46][CH3:47].[C:49]([O:52][CH2:53][CH3:54])(=O)[CH3:50], predict the reaction product. (6) Given the reactants [CH:1]1([CH2:4][C:5](=O)[CH3:6])[CH2:3][CH2:2]1.[F:8][C:9]1[CH:10]=[C:11]([C:15]2[CH:29]=[CH:28][C:18]([C:19]([NH:21][CH:22]3[CH2:27][CH2:26][NH:25][CH2:24][CH2:23]3)=[O:20])=[CH:17][N:16]=2)[CH:12]=[CH:13][CH:14]=1.C(O[BH-](OC(=O)C)OC(=O)C)(=O)C.[Na+].C([O-])([O-])=O.[K+].[K+], predict the reaction product. The product is: [CH:1]1([CH2:4][CH:5]([N:25]2[CH2:24][CH2:23][CH:22]([NH:21][C:19](=[O:20])[C:18]3[CH:28]=[CH:29][C:15]([C:11]4[CH:12]=[CH:13][CH:14]=[C:9]([F:8])[CH:10]=4)=[N:16][CH:17]=3)[CH2:27][CH2:26]2)[CH3:6])[CH2:3][CH2:2]1.